Task: Predict the reactants needed to synthesize the given product.. Dataset: Retrosynthesis with 50K atom-mapped reactions and 10 reaction types from USPTO (1) Given the product Cc1c(N)cncc1Br, predict the reactants needed to synthesize it. The reactants are: Cc1c(Br)cncc1[N+](=O)[O-]. (2) Given the product CCc1ccc2c(-c3cccc(C#N)c3)c3c(nn12)C(O)CS3(=O)=O, predict the reactants needed to synthesize it. The reactants are: CCc1ccc2c(-c3cccc(C#N)c3)c3c(nn12)C(=O)CS3(=O)=O. (3) The reactants are: C[C@H](O)[C@H]1CC[C@H]2/C(=C/Br)CCC[C@]12C. Given the product CC(=O)[C@H]1CC[C@H]2/C(=C/Br)CCC[C@]12C, predict the reactants needed to synthesize it. (4) Given the product C[C@@H](NC(=O)OC(C)(C)C)C(=O)N1CCCN(S(=O)(=O)c2cccc3cnccc23)CC1, predict the reactants needed to synthesize it. The reactants are: C[C@@H](NC(=O)OC(C)(C)C)C(=O)O.O=S(=O)(c1cccc2cnccc12)N1CCCNCC1. (5) Given the product N#Cc1ccc(NCCCCF)c(N)c1, predict the reactants needed to synthesize it. The reactants are: N#Cc1ccc(NCCCCF)c([N+](=O)[O-])c1. (6) The reactants are: ClC(c1ccccc1)(c1ccccc1)c1ccccc1.c1ccc(-c2c[nH]cn2)cc1. Given the product c1ccc(-c2cn(C(c3ccccc3)(c3ccccc3)c3ccccc3)cn2)cc1, predict the reactants needed to synthesize it. (7) Given the product O=C1CCc2cc(-c3ccc(C(F)(F)F)c(Cl)c3)ccc2N1, predict the reactants needed to synthesize it. The reactants are: O=C1CCc2cc(Br)ccc2N1.OB(O)c1ccc(C(F)(F)F)c(Cl)c1. (8) Given the product Cc1ccc(S(=O)(=O)NC2CC(Oc3ncccc3Br)C2)cc1, predict the reactants needed to synthesize it. The reactants are: Cc1ccc(S(=O)(=O)Cl)cc1.NC1CC(Oc2ncccc2Br)C1. (9) Given the product COCCCS(=O)(=O)NC(=O)/C=C/c1cc(OC(C)C)nn1Cc1ccc(C(F)(F)F)cc1Cl, predict the reactants needed to synthesize it. The reactants are: CC(C)Oc1cc(/C=C/C(=O)O)n(Cc2ccc(C(F)(F)F)cc2Cl)n1.COCCCS(N)(=O)=O.